This data is from Forward reaction prediction with 1.9M reactions from USPTO patents (1976-2016). The task is: Predict the product of the given reaction. (1) Given the reactants [Cl:1][C:2]1[CH:7]=[CH:6][C:5]([N+:8]([O-:10])=[O:9])=[CH:4][C:3]=1[Cl:11].[C:12](OC(=O)C)(=[O:14])[CH3:13], predict the reaction product. The product is: [Cl:1][C:2]1[C:3]([Cl:11])=[CH:4][C:5]([N+:8]([O-:10])=[O:9])=[CH:6][C:7]=1[C:12](=[O:14])[CH3:13]. (2) Given the reactants [C:1]1([C:21]2[CH:26]=[CH:25][CH:24]=[CH:23][CH:22]=2)[CH:6]=[CH:5][C:4]([C:7]2[C:8]3[C:13]([CH:14]=[C:15]4[C:20]=2[CH:19]=[CH:18][CH:17]=[CH:16]4)=[CH:12][CH:11]=[CH:10][CH:9]=3)=[CH:3][CH:2]=1.[Br:27]Br.S([O-])([O-])(=O)=S.[Na+].[Na+], predict the reaction product. The product is: [C:1]1([C:21]2[CH:22]=[CH:23][CH:24]=[CH:25][CH:26]=2)[CH:6]=[CH:5][C:4]([C:7]2[C:20]3[C:15]([C:14]([Br:27])=[C:13]4[C:8]=2[CH:9]=[CH:10][CH:11]=[CH:12]4)=[CH:16][CH:17]=[CH:18][CH:19]=3)=[CH:3][CH:2]=1. (3) Given the reactants [C:1]([O:5][C:6](=[O:12])[N:7]([CH2:9][CH2:10][OH:11])[CH3:8])([CH3:4])([CH3:3])[CH3:2].[OH-].[K+].Br[CH2:16][CH2:17][F:18].Cl, predict the reaction product. The product is: [C:1]([O:5][C:6](=[O:12])[N:7]([CH2:9][CH2:10][O:11][CH2:16][CH2:17][F:18])[CH3:8])([CH3:4])([CH3:2])[CH3:3]. (4) Given the reactants [NH2:1][C@@H:2]([CH3:12])[C@@H:3]([C:5]1[CH:10]=[CH:9][C:8]([OH:11])=[CH:7][CH:6]=1)[OH:4].C(NC(C)C)(C)C.Br[CH2:21][CH2:22][O:23][C:24]1[CH:29]=[CH:28][C:27]([C:30]2[CH:35]=[CH:34][C:33]([C:36]([O:38][CH3:39])=[O:37])=[C:32]([S:40][CH:41]([CH3:43])[CH3:42])[CH:31]=2)=[CH:26][CH:25]=1, predict the reaction product. The product is: [OH:4][C@H:3]([C:5]1[CH:10]=[CH:9][C:8]([OH:11])=[CH:7][CH:6]=1)[C@@H:2]([NH:1][CH2:21][CH2:22][O:23][C:24]1[CH:25]=[CH:26][C:27]([C:30]2[CH:35]=[CH:34][C:33]([C:36]([O:38][CH3:39])=[O:37])=[C:32]([S:40][CH:41]([CH3:42])[CH3:43])[CH:31]=2)=[CH:28][CH:29]=1)[CH3:12]. (5) Given the reactants [CH2:1]=[CH:2][CH:3]=[CH2:4].[C:5](#N)C=C.[C:9](#N)C=C, predict the reaction product. The product is: [CH3:5][C:3](=[CH2:4])[CH3:2].[CH2:1]=[CH:2][C:3](=[CH2:9])[CH3:4].